Dataset: Catalyst prediction with 721,799 reactions and 888 catalyst types from USPTO. Task: Predict which catalyst facilitates the given reaction. (1) Reactant: [C:9](O[C:9]([O:11][C:12]([CH3:15])([CH3:14])[CH3:13])=[O:10])([O:11][C:12]([CH3:15])([CH3:14])[CH3:13])=[O:10].[N:16]1(C(OC)=O)[C:24]2[C:19](=[CH:20][CH:21]=[C:22]([C:25]([O-:27])=[O:26])[CH:23]=2)[CH:18]=[CH:17]1.[C:32](#N)C. Product: [N:16]1([C:9]([O:11][C:12]([CH3:13])([CH3:14])[CH3:15])=[O:10])[C:24]2[C:19](=[CH:20][CH:21]=[C:22]([C:25]([O:27][CH3:32])=[O:26])[CH:23]=2)[CH:18]=[CH:17]1. The catalyst class is: 277. (2) Reactant: [Cl:1][C:2]1[S:6][C:5]([C:7]([O:9][CH3:10])=[O:8])=[CH:4][C:3]=1/[C:11](/[N:14]([CH2:17][CH3:18])[N:15]=[CH2:16])=[CH:12]/C.[Cl:19]N1C(=O)CCC1=O. Product: [Cl:1][C:2]1[S:6][C:5]([C:7]([O:9][CH3:10])=[O:8])=[CH:4][C:3]=1[C:11]1[N:14]([CH2:17][CH3:18])[N:15]=[CH:16][C:12]=1[Cl:19]. The catalyst class is: 1. (3) Reactant: [CH2:1]([O:8][C:9](=[O:38])[C@@H:10]([NH:30][C:31]([O:33][C:34]([CH3:37])([CH3:36])[CH3:35])=[O:32])[CH2:11][CH2:12][C:13](=O)[NH:14][C:15]1[CH:20]=[C:19]([CH3:21])[C:18]([CH3:22])=[CH:17][C:16]=1[NH:23][CH2:24][CH2:25][CH2:26][CH2:27][CH3:28])[C:2]1[CH:7]=[CH:6][CH:5]=[CH:4][CH:3]=1. Product: [CH2:1]([O:8][C:9](=[O:38])[CH:10]([NH:30][C:31]([O:33][C:34]([CH3:37])([CH3:36])[CH3:35])=[O:32])[CH2:11][CH2:12][C:13]1[N:23]([CH2:24][CH2:25][CH2:26][CH2:27][CH3:28])[C:16]2[CH:17]=[C:18]([CH3:22])[C:19]([CH3:21])=[CH:20][C:15]=2[N:14]=1)[C:2]1[CH:7]=[CH:6][CH:5]=[CH:4][CH:3]=1. The catalyst class is: 15. (4) Reactant: [NH2:1][CH2:2][CH2:3][NH:4][C:5]1[C:6]2[CH:14]=[CH:13][NH:12][C:7]=2[N:8]=[C:9](Cl)[N:10]=1.[NH2:15][C:16]1[CH:21]=[CH:20][C:19]([N:22]([CH3:26])[C:23](=[O:25])[CH3:24])=[CH:18][CH:17]=1.C[Si](Cl)(C)C. Product: [NH2:1][CH2:2][CH2:3][NH:4][C:5]1[C:6]2[CH:14]=[CH:13][NH:12][C:7]=2[N:8]=[C:9]([NH:15][C:16]2[CH:17]=[CH:18][C:19]([N:22]([CH3:26])[C:23](=[O:25])[CH3:24])=[CH:20][CH:21]=2)[N:10]=1. The catalyst class is: 51. (5) Reactant: [NH2:1][CH2:2][CH:3]1[CH2:8][CH2:7][N:6](C(OC(C)(C)C)=O)[CH2:5][CH2:4]1.CCN(C(C)C)C(C)C.Cl[C:26]1[N:31]=[C:30]([C:32]([O:34][CH3:35])=[O:33])[CH:29]=[C:28](Cl)[N:27]=1. Product: [NH:6]1[CH2:5][CH2:4][CH:3]([CH2:2][NH:1][C:26]2[N:31]=[C:30]([C:32]([O:34][CH3:35])=[O:33])[CH:29]=[CH:28][N:27]=2)[CH2:8][CH2:7]1. The catalyst class is: 10. (6) Reactant: Cl.[Cl:2][C:3]1[CH:8]=[CH:7][N:6]=[C:5]([CH2:9][NH2:10])[N:4]=1.C(=O)(O)[O-].[Na+].[CH3:16][C:17]([O:20][C:21](O[C:21]([O:20][C:17]([CH3:19])([CH3:18])[CH3:16])=[O:22])=[O:22])([CH3:19])[CH3:18]. Product: [Cl:2][C:3]1[CH:8]=[CH:7][N:6]=[C:5]([CH2:9][NH:10][C:21](=[O:22])[O:20][C:17]([CH3:19])([CH3:18])[CH3:16])[N:4]=1. The catalyst class is: 2.